This data is from Forward reaction prediction with 1.9M reactions from USPTO patents (1976-2016). The task is: Predict the product of the given reaction. (1) Given the reactants [F:1][C:2]1[CH:3]=[CH:4][C:5]([O:45][CH3:46])=[C:6]([C:8]([CH3:44])([CH3:43])[CH2:9][C:10]([OH:42])([C:38]([F:41])([F:40])[F:39])[CH2:11][NH:12][C:13]2[CH:21]=[C:20]([CH3:22])[CH:19]=[C:18]3[C:14]=2[CH:15]=[N:16][N:17]3[C:23]2[CH:24]=[C:25]([C:29]([NH:31][C:32]3([C:35](O)=[O:36])[CH2:34][CH2:33]3)=[O:30])[CH:26]=[CH:27][CH:28]=2)[CH:7]=1.[NH3:47], predict the reaction product. The product is: [NH2:47][C:35]([C:32]1([NH:31][C:29](=[O:30])[C:25]2[CH:26]=[CH:27][CH:28]=[C:23]([N:17]3[C:18]4[C:14](=[C:13]([NH:12][CH2:11][C:10]([OH:42])([C:38]([F:39])([F:41])[F:40])[CH2:9][C:8]([C:6]5[CH:7]=[C:2]([F:1])[CH:3]=[CH:4][C:5]=5[O:45][CH3:46])([CH3:44])[CH3:43])[CH:21]=[C:20]([CH3:22])[CH:19]=4)[CH:15]=[N:16]3)[CH:24]=2)[CH2:34][CH2:33]1)=[O:36]. (2) The product is: [CH2:8]([C:7]1[CH:6]=[C:5]([CH2:4][CH2:3][CH2:2][Br:1])[CH:10]=[CH:9][C:19]=1[OH:22])[C:9]1[CH:10]=[C:5]([CH2:4][CH2:3][CH2:2][Br:1])[CH:6]=[CH:7][C:8]=1[OH:11]. Given the reactants [Br:1][CH2:2][CH2:3][CH2:4][C:5]1[CH:10]=[CH:9][C:8]([OH:11])=[CH:7][CH:6]=1.C=O.S(=O)(=O)(O)O.[C:19](=[O:22])([O-])O.[Na+].O, predict the reaction product. (3) Given the reactants [CH3:1][C:2]1[CH:7]=[CH:6][N:5]=[CH:4][C:3]=1[C:8]([O:10][CH2:11][C:12]([C:14]1[CH:19]=[CH:18][CH:17]=[C:16]([Br:20])[CH:15]=1)=O)=O.C([NH2:24])(=O)C.B(F)(F)F.CCOCC.C([O-])(O)=O.[Na+], predict the reaction product. The product is: [Br:20][C:16]1[CH:15]=[C:14]([C:12]2[N:24]=[C:8]([C:3]3[CH:4]=[N:5][CH:6]=[CH:7][C:2]=3[CH3:1])[O:10][CH:11]=2)[CH:19]=[CH:18][CH:17]=1. (4) Given the reactants [F:1][C:2]1[CH:11]=[C:10]2[C:5]([CH:6]=[CH:7][C:8]([CH3:12])=[N:9]2)=[C:4]([N:13]2[CH2:18][CH2:17][NH:16][CH2:15][CH2:14]2)[CH:3]=1.[Cl:19][CH2:20][CH2:21][C:22]1[CH:23]=[CH:24][C:25]2[O:30][CH2:29][C:28](=[O:31])[NH:27][C:26]=2[CH:32]=1, predict the reaction product. The product is: [ClH:19].[F:1][C:2]1[CH:11]=[C:10]2[C:5]([CH:6]=[CH:7][C:8]([CH3:12])=[N:9]2)=[C:4]([N:13]2[CH2:14][CH2:15][N:16]([CH2:20][CH2:21][C:22]3[CH:23]=[CH:24][C:25]4[O:30][CH2:29][C:28](=[O:31])[NH:27][C:26]=4[CH:32]=3)[CH2:17][CH2:18]2)[CH:3]=1. (5) Given the reactants S(Cl)(Cl)=O.[C:5]1([C:11]2[CH:15]=[CH:14][S:13][C:12]=2C(O)=O)[CH:10]=[CH:9][CH:8]=[CH:7][CH:6]=1.C1[CH2:23][O:22]CC1.[N-:24]=[N+]=[N-].[Na+], predict the reaction product. The product is: [CH:15]1[C:11]2[C:5]3[CH:6]=[CH:7][CH:8]=[CH:9][C:10]=3[C:23](=[O:22])[NH:24][C:12]=2[S:13][CH:14]=1. (6) Given the reactants [C:1]1([CH3:18])[CH:6]=[CH:5][C:4]([CH:7]2[O:11][CH:10]([CH2:12][C:13]([OH:15])=[O:14])[C:9](=[C:16]=[CH2:17])[CH2:8]2)=[CH:3][CH:2]=1.C([O-])([O-])=O.[K+].[K+].[C:25]1(I)[CH:30]=[CH:29][CH:28]=[CH:27][CH:26]=1.O, predict the reaction product. The product is: [C:1]1([CH3:18])[CH:2]=[CH:3][C:4]([CH:7]2[O:11][CH:10]3[C:9]([C:16]([C:25]4[CH:30]=[CH:29][CH:28]=[CH:27][CH:26]=4)=[CH2:17])([O:14][C:13](=[O:15])[CH2:12]3)[CH2:8]2)=[CH:5][CH:6]=1. (7) Given the reactants C(OC(=O)[NH:7][CH2:8][CH2:9][C:10]1[CH:15]=[CH:14][C:13]([O:16][C:17]2[C:22]([C:23](=[O:25])[NH2:24])=[CH:21][CH:20]=[CH:19][N:18]=2)=[CH:12][CH:11]=1)(C)(C)C.C(O)(C(F)(F)F)=O, predict the reaction product. The product is: [NH2:7][CH2:8][CH2:9][C:10]1[CH:11]=[CH:12][C:13]([O:16][C:17]2[N:18]=[CH:19][CH:20]=[CH:21][C:22]=2[C:23]([NH2:24])=[O:25])=[CH:14][CH:15]=1. (8) Given the reactants [Br:1][C:2]1[CH:9]=[CH:8][C:5]([CH2:6][OH:7])=[CH:4][CH:3]=1.CC(C)([O-])C.[K+].F[C:17]1[CH:22]=[CH:21][CH:20]=[CH:19][N:18]=1.O.[Cl-].[Na+], predict the reaction product. The product is: [Br:1][C:2]1[CH:9]=[CH:8][C:5]([CH2:6][O:7][C:17]2[CH:22]=[CH:21][CH:20]=[CH:19][N:18]=2)=[CH:4][CH:3]=1. (9) Given the reactants C[O:2][C:3]1[CH:8]=[CH:7][C:6]([C:9]2[C:13]([C:14]3[CH:19]=[CH:18][CH:17]=[C:16]([CH3:20])[N:15]=3)=[N:12][N:11]3[CH2:21][CH2:22][CH2:23][C:10]=23)=[CH:5][CH:4]=1.B(Br)(Br)Br, predict the reaction product. The product is: [CH3:20][C:16]1[N:15]=[C:14]([C:13]2[C:9]([C:6]3[CH:5]=[CH:4][C:3]([OH:2])=[CH:8][CH:7]=3)=[C:10]3[CH2:23][CH2:22][CH2:21][N:11]3[N:12]=2)[CH:19]=[CH:18][CH:17]=1. (10) Given the reactants Cl[S:2]([N:5]=C=O)(=[O:4])=[O:3].C(O)(C)(C)C.N1C=CC=CC=1.Cl.[S:20]1[CH:24]=[C:23]([C:25]2([OH:29])[CH2:28][NH:27][CH2:26]2)[C:22]2[CH:30]=[CH:31][CH:32]=[CH:33][C:21]1=2.C(N(CC)CC)C, predict the reaction product. The product is: [S:20]1[CH:24]=[C:23]([C:25]2([OH:29])[CH2:28][N:27]([S:2]([NH2:5])(=[O:4])=[O:3])[CH2:26]2)[C:22]2[CH:30]=[CH:31][CH:32]=[CH:33][C:21]1=2.